From a dataset of NCI-60 drug combinations with 297,098 pairs across 59 cell lines. Regression. Given two drug SMILES strings and cell line genomic features, predict the synergy score measuring deviation from expected non-interaction effect. (1) Drug 1: C1=CC(=CC=C1C#N)C(C2=CC=C(C=C2)C#N)N3C=NC=N3. Drug 2: C1C(C(OC1N2C=NC3=C(N=C(N=C32)Cl)N)CO)O. Cell line: HOP-62. Synergy scores: CSS=52.9, Synergy_ZIP=2.16, Synergy_Bliss=1.58, Synergy_Loewe=-4.27, Synergy_HSA=3.34. (2) Drug 1: CN(C)N=NC1=C(NC=N1)C(=O)N. Drug 2: C1C(C(OC1N2C=NC3=C(N=C(N=C32)Cl)N)CO)O. Cell line: EKVX. Synergy scores: CSS=-6.03, Synergy_ZIP=2.76, Synergy_Bliss=0.487, Synergy_Loewe=-2.97, Synergy_HSA=-3.63. (3) Drug 1: C1CC2CC3=C(CC1C24CN(S(=O)(=O)N4)CC(F)(F)F)C=CC(=C3)C=CCN5CCC(CC5)C(F)(F)F. Drug 2: C1CC(C1)(C2=CC=C(C=C2)C3=C(C=C4C(=N3)C=CN5C4=NNC5=O)C6=CC=CC=C6)N. Cell line: OVCAR3. Synergy scores: CSS=62.5, Synergy_ZIP=4.20, Synergy_Bliss=4.32, Synergy_Loewe=1.96, Synergy_HSA=12.6. (4) Drug 1: C1CCN(CC1)CCOC2=CC=C(C=C2)C(=O)C3=C(SC4=C3C=CC(=C4)O)C5=CC=C(C=C5)O. Drug 2: C1CCC(C(C1)N)N.C(=O)(C(=O)[O-])[O-].[Pt+4]. Cell line: LOX IMVI. Synergy scores: CSS=13.6, Synergy_ZIP=-4.56, Synergy_Bliss=-3.06, Synergy_Loewe=-1.47, Synergy_HSA=-0.477. (5) Drug 1: C1C(C(OC1N2C=NC3=C(N=C(N=C32)Cl)N)CO)O. Drug 2: CC1CCC2CC(C(=CC=CC=CC(CC(C(=O)C(C(C(=CC(C(=O)CC(OC(=O)C3CCCCN3C(=O)C(=O)C1(O2)O)C(C)CC4CCC(C(C4)OC)OCCO)C)C)O)OC)C)C)C)OC. Cell line: SR. Synergy scores: CSS=43.1, Synergy_ZIP=-0.732, Synergy_Bliss=-2.57, Synergy_Loewe=-12.8, Synergy_HSA=-2.40.